This data is from Blood-brain barrier permeability classification from the B3DB database. The task is: Regression/Classification. Given a drug SMILES string, predict its absorption, distribution, metabolism, or excretion properties. Task type varies by dataset: regression for continuous measurements (e.g., permeability, clearance, half-life) or binary classification for categorical outcomes (e.g., BBB penetration, CYP inhibition). Dataset: b3db_classification. (1) The compound is CCCCOC[C@@H](CN1C(=O)NC(=O)[C@](CC)(c2ccccc2)C1=O)OC(N)=O. The result is 1 (penetrates BBB). (2) The compound is OCC(CO)NC1CC(O)(CO)C(O)C(O)C1O. The result is 0 (does not penetrate BBB). (3) The molecule is O=C(Cn1ccnc1[N+](=O)[O-])NCc1ccccc1. The result is 0 (does not penetrate BBB). (4) The drug is NC(=O)OCC1C(NC(=O)C(=NOCC(=O)O)c2csc(N)n2)C(=O)N1S(=O)(=O)O. The result is 0 (does not penetrate BBB). (5) The molecule is N#Cc1cc(-c2ccccc2)nnc1NCCN1CCOCC1. The result is 1 (penetrates BBB). (6) The drug is CC(=O)N1CCN(C(=O)Cc2ccccc2)[C@@H](CN2CC[C@H](O)C2)C1. The result is 0 (does not penetrate BBB). (7) The result is 1 (penetrates BBB). The drug is O=C1CN=C(c2ccccc2F)c2cc(Cl)ccc2N1CC1CC1.